From a dataset of Reaction yield outcomes from USPTO patents with 853,638 reactions. Predict the reaction yield, written as a fraction of the theoretical maximum amount of product (1.0 means a 100% yield; for example, 0.34 means a 34% yield). (1) The reactants are [OH:1][C:2]1[CH:3]=[C:4]([C:8]2[N:9]=[C:10]([N:30]3[CH2:35][CH2:34][O:33][CH2:32][CH2:31]3)[C:11]3[N:16]=[N:15][N:14]([CH:17]4[CH2:22][CH2:21][N:20](C(OC(C)(C)C)=O)[CH2:19][CH2:18]4)[C:12]=3[N:13]=2)[CH:5]=[CH:6][CH:7]=1. The catalyst is C(Cl)(Cl)Cl.C(O)(C(F)(F)F)=O. The product is [N:30]1([C:10]2[C:11]3[N:16]=[N:15][N:14]([CH:17]4[CH2:22][CH2:21][NH:20][CH2:19][CH2:18]4)[C:12]=3[N:13]=[C:8]([C:4]3[CH:3]=[C:2]([OH:1])[CH:7]=[CH:6][CH:5]=3)[N:9]=2)[CH2:35][CH2:34][O:33][CH2:32][CH2:31]1. The yield is 0.830. (2) The reactants are [Br:1][C:2]1[CH:7]=[CH:6][C:5]([OH:8])=[CH:4][C:3]=1[C:9]([F:12])([F:11])[F:10].C([O-])([O-])=O.[K+].[K+].[CH2:19](Br)[C:20]1[CH:25]=[CH:24][CH:23]=[CH:22][CH:21]=1. The catalyst is CN(C=O)C. The product is [CH2:19]([O:8][C:5]1[CH:6]=[CH:7][C:2]([Br:1])=[C:3]([C:9]([F:10])([F:11])[F:12])[CH:4]=1)[C:20]1[CH:25]=[CH:24][CH:23]=[CH:22][CH:21]=1. The yield is 0.960. (3) The reactants are [Cl:1][C:2]1[CH:7]=[CH:6][N:5]=[C:4]2[CH:8]=[C:9]([CH:11]=[N:12]O)[S:10][C:3]=12.CCOC(C)=O. The catalyst is C(OC(=O)C)(=O)C. The product is [Cl:1][C:2]1[CH:7]=[CH:6][N:5]=[C:4]2[CH:8]=[C:9]([C:11]#[N:12])[S:10][C:3]=12. The yield is 0.710. (4) The reactants are [F:1][C:2]1[CH:7]=[CH:6][C:5]([F:8])=[CH:4][C:3]=1[C@H:9]1[CH2:13][CH2:12][CH2:11][N:10]1[C:14]1[CH:19]=[CH:18][N:17]2[N:20]=[CH:21][C:22]([NH2:23])=[C:16]2[N:15]=1.C1N=CN([C:29]([N:31]2[CH:35]=N[CH:33]=[CH:32]2)=[O:30])C=1.N1CC[C@H:38]([OH:41])C1. The catalyst is C(Cl)Cl. The product is [F:1][C:2]1[CH:7]=[CH:6][C:5]([F:8])=[CH:4][C:3]=1[C@H:9]1[CH2:13][CH2:12][CH2:11][N:10]1[C:14]1[CH:19]=[CH:18][N:17]2[N:20]=[CH:21][C:22]([NH:23][C:29]([N:31]3[CH2:32][CH2:33][C@H:38]([OH:41])[CH2:35]3)=[O:30])=[C:16]2[N:15]=1. The yield is 0.740. (5) The reactants are C1COCC1.[CH2:6]([O:8][C:9]1[CH:10]=[C:11]([CH:14]=[CH:15][C:16]=1[N:17]1[CH:21]=[C:20]([CH3:22])[N:19]=[CH:18]1)[CH:12]=O)[CH3:7].C(OP([CH2:31][C:32](=[O:43])[NH:33][CH:34]1[C:42]2[C:37](=[CH:38][CH:39]=[CH:40][CH:41]=2)[CH2:36][CH2:35]1)(=O)OCC)C.O.[OH-].[Li+]. The catalyst is C(OCC)(=O)C.O. The product is [CH2:6]([O:8][C:9]1[CH:10]=[C:11](/[CH:12]=[CH:31]/[C:32]([NH:33][CH:34]2[C:42]3[C:37](=[CH:38][CH:39]=[CH:40][CH:41]=3)[CH2:36][CH2:35]2)=[O:43])[CH:14]=[CH:15][C:16]=1[N:17]1[CH:21]=[C:20]([CH3:22])[N:19]=[CH:18]1)[CH3:7]. The yield is 0.230. (6) The reactants are [N:1]([CH2:4][CH2:5][O:6][CH2:7][CH2:8][O:9][CH2:10][CH2:11][OH:12])=[N+:2]=[N-:3].C(N(CC)CC)C.[S:20](Cl)([C:23]1[CH:29]=[CH:28][C:26]([CH3:27])=[CH:25][CH:24]=1)(=[O:22])=[O:21]. The catalyst is C(Cl)Cl.CN(C)C1C=CN=CC=1. The product is [CH3:27][C:26]1[CH:28]=[CH:29][C:23]([S:20]([O:12][CH2:11][CH2:10][O:9][CH2:8][CH2:7][O:6][CH2:5][CH2:4][N:1]=[N+:2]=[N-:3])(=[O:22])=[O:21])=[CH:24][CH:25]=1. The yield is 0.900. (7) The reactants are [CH3:1][O:2][C:3]1[CH:4]=[C:5]2[C:10](=[CH:11][C:12]=1[O:13][CH3:14])[N:9]=[CH:8][N:7]=[C:6]2[CH:15]1[CH2:20][CH2:19][NH:18][CH2:17][CH2:16]1.[N:21]([C:24]1[CH:29]=[CH:28][C:27]([O:30][CH3:31])=[CH:26][CH:25]=1)=[C:22]=[O:23]. The catalyst is CN(C=O)C. The product is [CH3:31][O:30][C:27]1[CH:28]=[CH:29][C:24]([NH:21][C:22]([N:18]2[CH2:19][CH2:20][CH:15]([C:6]3[C:5]4[C:10](=[CH:11][C:12]([O:13][CH3:14])=[C:3]([O:2][CH3:1])[CH:4]=4)[N:9]=[CH:8][N:7]=3)[CH2:16][CH2:17]2)=[O:23])=[CH:25][CH:26]=1. The yield is 0.560. (8) The reactants are [NH2:1][C:2]1[C:7]([N+:8]([O-:10])=[O:9])=[C:6]([N:11]2[CH2:16][CH2:15][N:14]([CH2:17][C:18](NC3SC=CN=3)=O)[CH2:13][CH2:12]2)[C:5](Br)=[CH:4][N:3]=1.[Cl:27]C1C(Cl)=CN=C(N)C=1[N+]([O-])=O.CCN(C(C)C)C(C)C.C(N1CCNCC1)C. The catalyst is CC(O)C. The product is [Cl:27][C:5]1[C:6]([N:11]2[CH2:16][CH2:15][N:14]([CH2:17][CH3:18])[CH2:13][CH2:12]2)=[C:7]([N+:8]([O-:10])=[O:9])[C:2]([NH2:1])=[N:3][CH:4]=1. The yield is 0.310.